This data is from Forward reaction prediction with 1.9M reactions from USPTO patents (1976-2016). The task is: Predict the product of the given reaction. (1) Given the reactants Br[C:2]1[N:7]=[C:6]([NH:8][CH2:9][C:10]2[CH:15]=[CH:14][C:13]([O:16][CH3:17])=[CH:12][CH:11]=2)[CH:5]=[N:4][CH:3]=1.C([Sn](CCCC)(CCCC)[C:23]1[N:28]=[CH:27][C:26]2[CH:29]=[N:30][N:31]([C:32]3[CH:37]=[CH:36][CH:35]=[C:34]([F:38])[N:33]=3)[C:25]=2[CH:24]=1)CCC.C1(P(C2CCCCC2)C2CCCCC2)CCCCC1, predict the reaction product. The product is: [F:38][C:34]1[N:33]=[C:32]([N:31]2[C:25]3[CH:24]=[C:23]([C:2]4[N:7]=[C:6]([NH:8][CH2:9][C:10]5[CH:15]=[CH:14][C:13]([O:16][CH3:17])=[CH:12][CH:11]=5)[CH:5]=[N:4][CH:3]=4)[N:28]=[CH:27][C:26]=3[CH:29]=[N:30]2)[CH:37]=[CH:36][CH:35]=1. (2) Given the reactants [Cl:1][C:2]1[CH:3]=[C:4]([NH:17][C:18]2[CH:32]=[CH:31][CH:30]=[CH:29][C:19]=2[CH2:20][P:21](=[O:28])([O:25]CC)[O:22]CC)[CH:5]=[CH:6][C:7]=1[C:8]([C:10]1[CH:15]=[CH:14][CH:13]=[CH:12][C:11]=1[CH3:16])=[O:9].C[Si](Br)(C)C, predict the reaction product. The product is: [Cl:1][C:2]1[CH:3]=[C:4]([NH:17][C:18]2[CH:32]=[CH:31][CH:30]=[CH:29][C:19]=2[CH2:20][P:21](=[O:22])([OH:28])[OH:25])[CH:5]=[CH:6][C:7]=1[C:8]([C:10]1[CH:15]=[CH:14][CH:13]=[CH:12][C:11]=1[CH3:16])=[O:9]. (3) Given the reactants [F:1][C:2]1[CH:3]=[C:4]2[C:9](=[CH:10][CH:11]=1)[N:8]=[C:7]([SH:12])[NH:6][C:5]2=[O:13].Br[CH2:15][CH2:16][C:17]([OH:19])=[O:18].C(=O)([O-])[O-].[K+].[K+].Cl, predict the reaction product. The product is: [F:1][C:2]1[CH:3]=[C:4]2[C:9](=[CH:10][CH:11]=1)[N:8]=[C:7]([S:12][CH2:15][CH2:16][C:17]([OH:19])=[O:18])[NH:6][C:5]2=[O:13]. (4) Given the reactants [CH2:1]([C:13]1[CH:14]=[CH:15][C:16]([OH:23])=[C:17]([CH:22]=1)[C:18]([O:20][CH3:21])=[O:19])[C:2]1[CH:3]=[CH:4][C:5]([OH:12])=[C:6]([CH:11]=1)[C:7]([O:9][CH3:10])=[O:8].[O-]P([O-])([O-])=O.[K+].[K+].[K+].[S:32](O[S:32]([C:35]([F:38])([F:37])[F:36])(=[O:34])=[O:33])([C:35]([F:38])([F:37])[F:36])(=[O:34])=[O:33], predict the reaction product. The product is: [CH2:1]([C:2]1[CH:3]=[CH:4][C:5]([O:12][S:32]([C:35]([F:38])([F:37])[F:36])(=[O:34])=[O:33])=[C:6]([CH:11]=1)[C:7]([O:9][CH3:10])=[O:8])[C:13]1[CH:14]=[CH:15][C:16]([O:23][S:32]([C:35]([F:38])([F:37])[F:36])(=[O:34])=[O:33])=[C:17]([CH:22]=1)[C:18]([O:20][CH3:21])=[O:19]. (5) Given the reactants C(OC([N:8](C)[C@@H:9]([CH2:13][C:14](C)(C)C)[C:10](O)=[O:11])=O)(C)(C)C.[F:19][C:20]([F:37])([F:36])[C:21]1[CH:26]=[CH:25][C:24]([N:27]2[CH2:31][C@@H:30]3[C@@H:32]([NH2:35])[CH2:33][CH2:34][C@@H:29]3[CH2:28]2)=[CH:23][CH:22]=1.FC(F)(F)C1N=C(N2C[C@@H]3[C@@H](N)CC[C@@H]3C2)C=CC=1, predict the reaction product. The product is: [NH2:8][C@@H:9]([CH2:13][CH3:14])[C:10]([NH:35][C@@H:32]1[C@@H:30]2[C@@H:29]([CH2:28][N:27]([C:24]3[CH:23]=[CH:22][C:21]([C:20]([F:19])([F:36])[F:37])=[CH:26][CH:25]=3)[CH2:31]2)[CH2:34][CH2:33]1)=[O:11]. (6) The product is: [C:1]([O:5][C:6]([C:8]1[N:9]([CH2:13][CH:14]([OH:31])[CH2:15][O:16][C:17]2[CH:18]=[CH:19][C:20]([CH2:23][CH2:24][CH2:25][CH2:26][CH2:27][CH2:28][CH2:29][CH3:30])=[CH:21][CH:22]=2)[CH:10]=[CH:11][CH:12]=1)=[O:7])([CH3:4])([CH3:3])[CH3:2]. Given the reactants [C:1]([O:5][C:6]([C:8]1[N:9]([CH2:13][CH:14]([O:31]C(=O)C)[CH2:15][O:16][C:17]2[CH:22]=[CH:21][C:20]([CH2:23][CH2:24][CH2:25][CH2:26][CH2:27][CH2:28][CH2:29][CH3:30])=[CH:19][CH:18]=2)[CH:10]=[CH:11][CH:12]=1)=[O:7])([CH3:4])([CH3:3])[CH3:2].C[O-].[Na+], predict the reaction product.